From a dataset of Catalyst prediction with 721,799 reactions and 888 catalyst types from USPTO. Predict which catalyst facilitates the given reaction. (1) Reactant: [C:1]([NH:3][C:4]([Cl:6])=[NH:5])#[N:2].O=P(Cl)(Cl)Cl.[CH3:12][N:13]([CH:15]=O)[CH3:14].O. Product: [Cl:6][C:4]1[N:3]=[CH:1][N:2]=[C:15]([N:13]([CH3:14])[CH3:12])[N:5]=1. The catalyst class is: 4. (2) Reactant: [C:1]([O:5][C:6]([N:8]1[CH2:13][CH2:12][CH:11]([C:14]2[S:15][C:16]([CH3:21])=[C:17]([CH:19]=[O:20])[N:18]=2)[CH2:10][CH2:9]1)=[O:7])([CH3:4])([CH3:3])[CH3:2].[CH3:22][Mg]I. Product: [C:1]([O:5][C:6]([N:8]1[CH2:9][CH2:10][CH:11]([C:14]2[S:15][C:16]([CH3:21])=[C:17]([CH:19]([OH:20])[CH3:22])[N:18]=2)[CH2:12][CH2:13]1)=[O:7])([CH3:4])([CH3:3])[CH3:2]. The catalyst class is: 116. (3) Product: [CH3:17][O:16][C:7]1[CH:6]=[CH:5][C:4]2[N:3]=[C:2]([NH:18][C:19]3[CH:24]=[CH:23][CH:22]=[CH:21][CH:20]=3)[CH:11]=[N:10][C:9]=2[C:8]=1[C:12]([O:14][CH3:15])=[O:13]. The catalyst class is: 7. Reactant: Cl[C:2]1[CH:11]=[N:10][C:9]2[C:8]([C:12]([O:14][CH3:15])=[O:13])=[C:7]([O:16][CH3:17])[CH:6]=[CH:5][C:4]=2[N:3]=1.[NH2:18][C:19]1[CH:24]=[CH:23][CH:22]=[CH:21][CH:20]=1.C(=O)(O)[O-].[Na+]. (4) Reactant: [NH:1]1[C:5]2[CH:6]=[CH:7][C:8]([NH:10][C:11]([C@@H:13]3[CH2:17][CH2:16][N:15](C(OCC4C=CC=CC=4)=O)[N:14]3[C:28](=[O:48])[C@@H:29]([CH2:36][N:37]([CH:46]=[O:47])[O:38]CC3C=CC=CC=3)[CH2:30][CH:31]3[CH2:35][CH2:34][CH2:33][CH2:32]3)=[O:12])=[CH:9][C:4]=2[N:3]=[N:2]1.O. The catalyst class is: 105. Product: [NH:1]1[C:5]2[CH:6]=[CH:7][C:8]([NH:10][C:11]([C@@H:13]3[CH2:17][CH2:16][NH:15][N:14]3[C:28](=[O:48])[C@@H:29]([CH2:36][N:37]([CH:46]=[O:47])[OH:38])[CH2:30][CH:31]3[CH2:35][CH2:34][CH2:33][CH2:32]3)=[O:12])=[CH:9][C:4]=2[N:3]=[N:2]1.